Dataset: Peptide-MHC class I binding affinity with 185,985 pairs from IEDB/IMGT. Task: Regression. Given a peptide amino acid sequence and an MHC pseudo amino acid sequence, predict their binding affinity value. This is MHC class I binding data. (1) The peptide sequence is LMWASSGFF. The MHC is HLA-B57:01 with pseudo-sequence HLA-B57:01. The binding affinity (normalized) is 0.252. (2) The peptide sequence is AMENLKAMLY. The MHC is HLA-A03:01 with pseudo-sequence HLA-A03:01. The binding affinity (normalized) is 0.540. (3) The peptide sequence is AARHKHQVM. The MHC is HLA-B18:01 with pseudo-sequence HLA-B18:01. The binding affinity (normalized) is 0.0847. (4) The peptide sequence is LTDALALGM. The MHC is HLA-A01:01 with pseudo-sequence HLA-A01:01. The binding affinity (normalized) is 0.547. (5) The peptide sequence is THYSGNIVH. The binding affinity (normalized) is 0.0847. The MHC is HLA-A26:03 with pseudo-sequence HLA-A26:03. (6) The peptide sequence is FPVTPQVPLR. The MHC is HLA-A29:02 with pseudo-sequence HLA-A29:02. The binding affinity (normalized) is 0. (7) The peptide sequence is ITIPIGLYL. The MHC is HLA-B58:01 with pseudo-sequence HLA-B58:01. The binding affinity (normalized) is 0.782. (8) The peptide sequence is ALPHIIDEV. The MHC is H-2-Db with pseudo-sequence H-2-Db. The binding affinity (normalized) is 0. (9) The peptide sequence is GVYINTAL. The MHC is H-2-Kb with pseudo-sequence H-2-Kb. The binding affinity (normalized) is 0.118.